Predict the reactants needed to synthesize the given product. From a dataset of Full USPTO retrosynthesis dataset with 1.9M reactions from patents (1976-2016). (1) Given the product [C:26]([C:7]1[C:8](=[O:19])[N:9]([CH2:11][C:12]2[CH:17]=[CH:16][CH:15]=[CH:14][C:13]=2[F:18])[CH:10]=[C:5]([CH2:4][C:3]2[CH:21]=[CH:22][C:23]([F:25])=[CH:24][C:2]=2[F:1])[CH:6]=1)(=[O:28])[CH3:27], predict the reactants needed to synthesize it. The reactants are: [F:1][C:2]1[CH:24]=[C:23]([F:25])[CH:22]=[CH:21][C:3]=1[CH2:4][C:5]1[CH:6]=[C:7](I)[C:8](=[O:19])[N:9]([CH2:11][C:12]2[CH:17]=[CH:16][CH:15]=[CH:14][C:13]=2[F:18])[CH:10]=1.[CH2:26]([O:28]C=C[Sn](CCCC)(CCCC)CCCC)[CH3:27]. (2) Given the product [CH3:37][N:12]([CH2:11][C:6]1[CH:7]=[CH:8][CH:9]=[CH:10][C:5]=1[CH2:4][C:1]([OH:3])=[O:2])[C:13](=[O:34])[CH2:14][CH2:15][CH2:16][O:17][C:18]1[CH:30]=[CH:29][C:21]2[C:22]([C:25]([F:27])([F:26])[F:28])=[N:23][O:24][C:20]=2[C:19]=1[CH2:31][CH2:32][CH3:33], predict the reactants needed to synthesize it. The reactants are: [C:1]([CH2:4][C:5]1[CH:10]=[CH:9][CH:8]=[CH:7][C:6]=1[CH2:11][NH:12][C:13](=[O:34])[CH2:14][CH2:15][CH2:16][O:17][C:18]1[CH:30]=[CH:29][C:21]2[C:22]([C:25]([F:28])([F:27])[F:26])=[N:23][O:24][C:20]=2[C:19]=1[CH2:31][CH2:32][CH3:33])([OH:3])=[O:2].[H-].[Na+].[CH3:37]I. (3) Given the product [F:25][C:22]([F:23])([F:24])[C:10]1[CH:11]=[C:12]([CH2:13][NH2:14])[NH:8][N:9]=1, predict the reactants needed to synthesize it. The reactants are: COC1C=CC(C[N:8]2[C:12]([CH2:13][NH:14]C(=O)OC(C)(C)C)=[CH:11][C:10]([C:22]([F:25])([F:24])[F:23])=[N:9]2)=CC=1.[Cl-].[Al+3].[Cl-].[Cl-].C(OCC)(=O)C.CCCCCC.Cl.